Dataset: Forward reaction prediction with 1.9M reactions from USPTO patents (1976-2016). Task: Predict the product of the given reaction. (1) The product is: [Cl:57][C:54]1[CH:55]=[CH:56][C:39]2[N:38]([CH2:58][C:59]([CH3:63])([CH3:62])[CH2:60][OH:61])[C:37](=[O:64])[C@@H:36]([CH2:35][C:34]([C:31]3[CH:32]=[CH:33][C:28](/[CH:22]=[CH:21]/[C:20]([O:24][CH2:25][CH3:26])=[O:23])=[CH:29][CH:30]=3)=[O:65])[O:42][C@H:41]([C:43]3[CH:48]=[CH:47][CH:46]=[C:45]([O:49][CH3:50])[C:44]=3[O:51][CH3:52])[C:40]=2[CH:53]=1. Given the reactants C1(P(C2C=CC=CC=2)C2C=CC=CC=2)C=CC=CC=1.[C:20]([O:24][CH2:25][CH3:26])(=[O:23])[CH:21]=[CH2:22].Br[C:28]1[CH:33]=[CH:32][C:31]([C:34](=[O:65])[CH2:35][C@H:36]2[O:42][C@H:41]([C:43]3[CH:48]=[CH:47][CH:46]=[C:45]([O:49][CH3:50])[C:44]=3[O:51][CH3:52])[C:40]3[CH:53]=[C:54]([Cl:57])[CH:55]=[CH:56][C:39]=3[N:38]([CH2:58][C:59]([CH3:63])([CH3:62])[CH2:60][OH:61])[C:37]2=[O:64])=[CH:30][CH:29]=1.Cl, predict the reaction product. (2) Given the reactants Cl[C:2]1[C:3]2[C:18]([CH3:19])=[CH:17][S:16][C:4]=2[N:5]=[C:6]([C:8]2[CH:13]=[CH:12][CH:11]=[CH:10][C:9]=2[O:14][CH3:15])[N:7]=1.[N:20]1([C:26]([O:28][CH2:29][CH:30]([CH3:32])[CH3:31])=[O:27])[CH2:25][CH2:24][NH:23][CH2:22][CH2:21]1.CCN(CC)CC, predict the reaction product. The product is: [CH3:15][O:14][C:9]1[CH:10]=[CH:11][CH:12]=[CH:13][C:8]=1[C:6]1[N:7]=[C:2]([N:23]2[CH2:22][CH2:21][N:20]([C:26]([O:28][CH2:29][CH:30]([CH3:32])[CH3:31])=[O:27])[CH2:25][CH2:24]2)[C:3]2[C:18]([CH3:19])=[CH:17][S:16][C:4]=2[N:5]=1. (3) Given the reactants [CH3:1][C:2]1[CH:7]=[CH:6][CH:5]=[C:4]([N:8]2[CH:12]=[C:11]([CH3:13])[CH:10]=[N:9]2)[N:3]=1.C([Li])CCC.[Br:19]N1C(=O)CCC1=O.[Cl-].[NH4+], predict the reaction product. The product is: [Br:19][C:12]1[N:8]([C:4]2[CH:5]=[CH:6][CH:7]=[C:2]([CH3:1])[N:3]=2)[N:9]=[CH:10][C:11]=1[CH3:13].